From a dataset of Full USPTO retrosynthesis dataset with 1.9M reactions from patents (1976-2016). Predict the reactants needed to synthesize the given product. (1) Given the product [CH3:49][O:48][C:44]1[CH:45]=[CH:46][C:47]2[N:42]([N:41]=[C:8]([C:5]3[CH:4]=[CH:3][C:2]([CH3:1])=[CH:7][CH:6]=3)[C:9]=2[C:10]([C:12]2[N:17]=[C:16]([C:18]([O:20][CH3:21])=[O:19])[CH:15]=[CH:14][CH:13]=2)=[O:11])[CH:43]=1, predict the reactants needed to synthesize it. The reactants are: [CH3:1][C:2]1[CH:7]=[CH:6][C:5]([C:8]#[C:9][C:10]([C:12]2[N:17]=[C:16]([C:18]([O:20][CH3:21])=[O:19])[CH:15]=[CH:14][CH:13]=2)=[O:11])=[CH:4][CH:3]=1.O1CCOCC1.CC1C=C(C)C=C(C)C=1S([O-])(=O)=O.[NH2:41][N+:42]1[CH:47]=[CH:46][CH:45]=[C:44]([O:48][CH3:49])[CH:43]=1.C(=O)([O-])[O-].[K+].[K+]. (2) The reactants are: [CH3:1][CH:2]([CH3:18])[CH:3]=[C:4]([C:9]1[CH:14]=[CH:13][CH:12]=[CH:11][C:10]=1[N+:15]([O-])=O)[C:5]([F:8])([F:7])[F:6]. Given the product [CH3:1][CH:2]([CH3:18])[CH2:3][CH:4]([C:9]1[CH:14]=[CH:13][CH:12]=[CH:11][C:10]=1[NH2:15])[C:5]([F:6])([F:7])[F:8], predict the reactants needed to synthesize it. (3) Given the product [BrH:49].[BrH:49].[Cl:34][C:30]1[CH:29]=[C:28]([C@H:23]2[C@@H:24]([NH:27][CH2:11][C:1]3[CH:6]=[CH:5][CH:4]=[CH:3][C:2]=3[O:37][CH3:35])[CH2:25][CH2:26][NH:22]2)[CH:33]=[CH:32][CH:31]=1, predict the reactants needed to synthesize it. The reactants are: [C:1]1([CH3:11])[CH:6]=[CH:5][C:4](S(O)(=O)=O)=[CH:3][CH:2]=1.C(OC([N:22]1[CH2:26][CH2:25][C@H:24]([NH2:27])[C@@H:23]1[C:28]1[CH:33]=[CH:32][CH:31]=[C:30]([Cl:34])[CH:29]=1)=O)C1C=CC=CC=1.[C:35](O[BH-](OC(=O)C)OC(=O)C)(=[O:37])C.[Na+].[BrH:49]. (4) Given the product [Cl:41][C:17]1[CH:18]=[CH:19][C:14]([C@H:13]2[C@H:9]([NH:7][CH3:6])[CH2:10][N:11]([C:20]([N:22]3[CH2:27][CH2:26][N:25]([S:28]([CH3:31])(=[O:30])=[O:29])[CH2:24][CH2:23]3)=[O:21])[CH2:12]2)=[CH:15][CH:16]=1, predict the reactants needed to synthesize it. The reactants are: C(O[C:6](=O)[N:7]([C@H:9]1[C@H:13]([C:14]2[CH:19]=[CH:18][CH:17]=[CH:16][CH:15]=2)[CH2:12][N:11]([C:20]([N:22]2[CH2:27][CH2:26][N:25]([S:28]([CH3:31])(=[O:30])=[O:29])[CH2:24][CH2:23]2)=[O:21])[CH2:10]1)C)(C)(C)C.C(O)(C(F)(F)F)=O.C(Cl)[Cl:41]. (5) Given the product [Cl:31][C:27]1[CH:26]=[C:25]([S:22]([OH:24])(=[O:21])=[O:23])[CH:30]=[CH:29][CH:28]=1, predict the reactants needed to synthesize it. The reactants are: N(C(OCC)=O)=NC(OCC)=O.OC1C=C([O:21][S:22]([C:25]2[CH:30]=[CH:29][CH:28]=[C:27]([Cl:31])[CH:26]=2)(=[O:24])=[O:23])C=C(C)C=1.C(OC(N1CCC(CO)CC1)=O)(C)(C)C.C1(P(C2C=CC=CC=2)C2C=CC=CC=2)C=CC=CC=1. (6) Given the product [NH:16]1[C:20]2[CH:21]=[CH:22][C:23](/[CH:25]=[C:7]3/[C:8](=[O:13])[NH:9][C:10]4[C:6]/3=[CH:5][C:4]([O:3][C:2]([F:1])([F:14])[F:15])=[CH:12][CH:11]=4)=[CH:24][C:19]=2[N:18]=[N:17]1, predict the reactants needed to synthesize it. The reactants are: [F:1][C:2]([F:15])([F:14])[O:3][C:4]1[CH:5]=[C:6]2[C:10](=[CH:11][CH:12]=1)[NH:9][C:8](=[O:13])[CH2:7]2.[NH:16]1[C:20]2[CH:21]=[CH:22][C:23]([CH:25]=O)=[CH:24][C:19]=2[N:18]=[N:17]1.N1CCCCC1. (7) Given the product [Si:1]([O:8][CH2:9][C:10]1[CH:11]=[N:12][CH:13]=[CH:14][C:15]=1[NH:16][C:17]([NH:49][CH2:48][C:47]1[C:42]([N:39]2[CH2:40][CH2:41][CH:36]([CH3:35])[CH2:37][CH2:38]2)=[N:43][C:44]([C:50]([F:53])([F:51])[F:52])=[CH:45][CH:46]=1)=[O:25])([C:4]([CH3:5])([CH3:6])[CH3:7])([CH3:2])[CH3:3], predict the reactants needed to synthesize it. The reactants are: [Si:1]([O:8][CH2:9][C:10]1[CH:11]=[N:12][CH:13]=[CH:14][C:15]=1[NH:16][C:17](=[O:25])OC1C=CC=CC=1)([C:4]([CH3:7])([CH3:6])[CH3:5])([CH3:3])[CH3:2].CN(C1C=CC=CN=1)C.[CH3:35][CH:36]1[CH2:41][CH2:40][N:39]([C:42]2[C:47]([CH2:48][NH2:49])=[CH:46][CH:45]=[C:44]([C:50]([F:53])([F:52])[F:51])[N:43]=2)[CH2:38][CH2:37]1.